This data is from Forward reaction prediction with 1.9M reactions from USPTO patents (1976-2016). The task is: Predict the product of the given reaction. (1) Given the reactants [OH:1][CH2:2][N:3]1[CH:6]([C:7]#[C:8][Si:9]([CH3:12])([CH3:11])[CH3:10])[CH2:5][C:4]1=[O:13].C(OC=C)(=O)C, predict the reaction product. The product is: [OH:1][CH2:2][N:3]1[C@@H:6]([C:7]#[C:8][Si:9]([CH3:12])([CH3:11])[CH3:10])[CH2:5][C:4]1=[O:13]. (2) The product is: [CH3:1][C:2]1[S:6][C:5]2[CH2:7][CH2:8][C:9](=[O:11])[C:4]=2[CH:3]=1. Given the reactants [CH3:1][C:2]1[S:6][C:5]([CH2:7][CH2:8][C:9]([OH:11])=O)=[CH:4][CH:3]=1, predict the reaction product. (3) Given the reactants FC(F)(F)C(O)=O.[CH2:8]([O:10][C:11](=[O:26])[C:12]1[CH:17]=[CH:16][C:15]([S:18]C(C)(C)C)=[C:14]([N+:23]([O-:25])=[O:24])[CH:13]=1)[CH3:9], predict the reaction product. The product is: [CH2:8]([O:10][C:11](=[O:26])[C:12]1[CH:17]=[CH:16][C:15]([SH:18])=[C:14]([N+:23]([O-:25])=[O:24])[CH:13]=1)[CH3:9]. (4) Given the reactants O[C:2]1[CH:17]=[C:16]([OH:18])[CH:15]=[CH:14][C:3]=1[C:4]([C:6]1[CH:11]=[CH:10][C:9]([OH:12])=[CH:8][C:7]=1[OH:13])=O.C([O-])(=O)C.[Na+].Cl.[CH3:25][O:26][C:27]1[CH:32]=[CH:31][CH:30]=[CH:29][C:28]=1[NH:33][NH2:34], predict the reaction product. The product is: [OH:18][C:16]1[CH:17]=[C:2]2[C:3]([C:4]([C:6]3[CH:11]=[CH:10][C:9]([OH:12])=[CH:8][C:7]=3[OH:13])=[N:34][N:33]2[C:28]2[CH:29]=[CH:30][CH:31]=[CH:32][C:27]=2[O:26][CH3:25])=[CH:14][CH:15]=1. (5) Given the reactants [Cl:1][C:2]1[CH:3]=[C:4]([OH:11])[C:5](=[CH:9][CH:10]=1)[C:6]([OH:8])=O.[F:12][C:13]([F:26])([F:25])[C:14]1[CH:15]=[C:16]([CH:18]=[C:19]([C:21]([F:24])([F:23])[F:22])[CH:20]=1)[NH2:17], predict the reaction product. The product is: [Cl:1][C:2]1[CH:10]=[CH:9][C:5]([C:6]([NH:17][C:16]2[CH:18]=[C:19]([C:21]([F:22])([F:23])[F:24])[CH:20]=[C:14]([C:13]([F:12])([F:25])[F:26])[CH:15]=2)=[O:8])=[C:4]([OH:11])[CH:3]=1. (6) Given the reactants [NH2:1][C@H:2]1[CH2:6][CH2:5][N:4]([C:7]2[C:12]([C:13]([O:15][CH:16]([CH3:18])[CH3:17])=[O:14])=[CH:11][CH:10]=[CH:9][N:8]=2)[CH2:3]1.[CH2:19]([C:21]1[S:25][C:24]([CH:26]=O)=[CH:23][CH:22]=1)[CH3:20].[BH-](OC(C)=O)(OC(C)=O)OC(C)=O.[Na+], predict the reaction product. The product is: [CH2:19]([C:21]1[S:25][C:24]([CH2:26][NH:1][C@H:2]2[CH2:6][CH2:5][N:4]([C:7]3[C:12]([C:13]([O:15][CH:16]([CH3:18])[CH3:17])=[O:14])=[CH:11][CH:10]=[CH:9][N:8]=3)[CH2:3]2)=[CH:23][CH:22]=1)[CH3:20]. (7) Given the reactants [F:1][C:2]([F:15])([F:14])[C:3]([C:10]([F:13])([F:12])[F:11])([OH:9])[CH2:4][CH:5]([CH3:8])[CH2:6][OH:7].FC(F)(F)C(C(F)(F)F)(O)[CH2:19][CH2:20][CH2:21][OH:22].C[Li].C([Li])CCC.C(Cl)(=O)C=C.C(Cl)(=O)C(C)=C, predict the reaction product. The product is: [C:21]([O:7][CH2:6][CH:5]([CH3:8])[CH2:4][C:3]([C:10]([F:11])([F:12])[F:13])([OH:9])[C:2]([F:14])([F:15])[F:1])(=[O:22])[CH:20]=[CH2:19]. (8) Given the reactants [CH3:1][N:2]1[C:6]2=[CH:7][N:8]=[CH:9][C:10]([C:11]#[C:12][C:13]3[CH:14]=[C:15]([NH2:19])[CH:16]=[CH:17][CH:18]=3)=[C:5]2[CH:4]=[N:3]1.[C:20]1([N:26]=[C:27]=[O:28])[CH:25]=[CH:24][CH:23]=[CH:22][CH:21]=1, predict the reaction product. The product is: [CH3:1][N:2]1[C:6]2=[CH:7][N:8]=[CH:9][C:10]([C:11]#[C:12][C:13]3[CH:14]=[C:15]([NH:19][C:27]([NH:26][C:20]4[CH:25]=[CH:24][CH:23]=[CH:22][CH:21]=4)=[O:28])[CH:16]=[CH:17][CH:18]=3)=[C:5]2[CH:4]=[N:3]1. (9) Given the reactants Cl[C:2]1[C:11]2[C:6](=[CH:7][CH:8]=[CH:9][N:10]=2)[N:5]=[CH:4][C:3]=1[N+:12]([O-:14])=[O:13].[O:15]([CH2:22][CH2:23][NH2:24])[C:16]1[CH:21]=[CH:20][CH:19]=[CH:18][CH:17]=1, predict the reaction product. The product is: [O:15]([CH2:22][CH2:23][NH:24][C:2]1[C:11]2[C:6](=[CH:7][CH:8]=[CH:9][N:10]=2)[N:5]=[CH:4][C:3]=1[N+:12]([O-:14])=[O:13])[C:16]1[CH:21]=[CH:20][CH:19]=[CH:18][CH:17]=1. (10) Given the reactants [C:1]([C:3]1[CH:4]=[C:5]([N:9]2[C:14]3[N:15]=[C:16]([NH:19][C:20]4[CH:21]=[C:22]([CH2:26][CH2:27]OS(C)(=O)=O)[CH:23]=[CH:24][CH:25]=4)[N:17]=[CH:18][C:13]=3[CH:12]([CH3:33])[N:11]([C:34]3[CH:39]=[CH:38][C:37]([O:40][CH3:41])=[CH:36][CH:35]=3)[C:10]2=[O:42])[CH:6]=[CH:7][CH:8]=1)#[N:2].[CH2:43]([NH:45][CH2:46][CH3:47])[CH3:44], predict the reaction product. The product is: [CH2:43]([N:45]([CH2:46][CH3:47])[CH2:27][CH2:26][C:22]1[CH:21]=[C:20]([NH:19][C:16]2[N:15]=[C:14]3[N:9]([C:5]4[CH:4]=[C:3]([CH:8]=[CH:7][CH:6]=4)[C:1]#[N:2])[C:10](=[O:42])[N:11]([C:34]4[CH:39]=[CH:38][C:37]([O:40][CH3:41])=[CH:36][CH:35]=4)[CH:12]([CH3:33])[C:13]3=[CH:18][N:17]=2)[CH:25]=[CH:24][CH:23]=1)[CH3:44].